From a dataset of Catalyst prediction with 721,799 reactions and 888 catalyst types from USPTO. Predict which catalyst facilitates the given reaction. (1) Reactant: [O:1]1[C@H:5]2[O:6][CH2:7][CH2:8][C@H:4]2[C@@H:3]([O:9][C:10](=[O:32])[NH:11][C@@H:12]([CH2:25][C:26]2[CH:31]=[CH:30][CH:29]=[CH:28][CH:27]=2)[C@H:13]([OH:24])[CH2:14][NH:15][CH2:16][C:17]([CH3:23])([CH3:22])[CH2:18][CH2:19][C:20]#[N:21])[CH2:2]1.C(N(C(C)C)CC)(C)C.[C:42]([NH:45][C:46]1[CH:51]=[CH:50][C:49]([S:52](Cl)(=[O:54])=[O:53])=[CH:48][CH:47]=1)(=[O:44])[CH3:43]. Product: [O:1]1[C@H:5]2[O:6][CH2:7][CH2:8][C@H:4]2[C@@H:3]([O:9][C:10](=[O:32])[NH:11][C@@H:12]([CH2:25][C:26]2[CH:27]=[CH:28][CH:29]=[CH:30][CH:31]=2)[C@H:13]([OH:24])[CH2:14][N:15]([S:52]([C:49]2[CH:48]=[CH:47][C:46]([NH:45][C:42](=[O:44])[CH3:43])=[CH:51][CH:50]=2)(=[O:54])=[O:53])[CH2:16][C:17]([CH3:22])([CH3:23])[CH2:18][CH2:19][C:20]#[N:21])[CH2:2]1. The catalyst class is: 2. (2) Reactant: [Cl:1][C:2]1[CH:3]=[CH:4][C:5]([N+:16]([O-:18])=[O:17])=[C:6]([C:8](=O)[CH2:9][C:10]([O:12]CC)=O)[CH:7]=1.N12CCCN=C1CCCCC2.[NH2:30][CH:31]1[NH:35][C@H:34]([C:36]([O:38][CH2:39][CH3:40])=[O:37])[CH2:33][CH2:32]1. Product: [Cl:1][C:2]1[CH:3]=[CH:4][C:5]([N+:16]([O-:18])=[O:17])=[C:6]([C:8]2[N:30]=[C:31]3[CH2:32][CH2:33][CH:34]([C:36]([O:38][CH2:39][CH3:40])=[O:37])[N:35]3[C:10](=[O:12])[CH:9]=2)[CH:7]=1. The catalyst class is: 673. (3) Reactant: [C:1]([C:4]1([C:7]([O:9][C:10]([CH3:13])([CH3:12])[CH3:11])=[O:8])[CH2:6][CH2:5]1)(=O)[CH3:2].[Cl-].[NH4+:15].[C-:16]#[N:17].[Na+]. Product: [NH2:15][C:1]([C:4]1([C:7]([O:9][C:10]([CH3:13])([CH3:12])[CH3:11])=[O:8])[CH2:6][CH2:5]1)([C:16]#[N:17])[CH3:2]. The catalyst class is: 547. (4) Reactant: [NH2:1][C:2]1[CH:3]=[CH:4][C:5]([O:8][CH3:9])=[N:6][CH:7]=1.C(O[CH:13]=[C:14]([C:20]([O:22][CH2:23][CH3:24])=[O:21])[C:15]([O:17][CH2:18][CH3:19])=[O:16])C. Product: [CH2:18]([O:17][C:15](=[O:16])[C:14](=[CH:13][NH:1][C:2]1[CH:7]=[N:6][C:5]([O:8][CH3:9])=[CH:4][CH:3]=1)[C:20]([O:22][CH2:23][CH3:24])=[O:21])[CH3:19]. The catalyst class is: 8. (5) Reactant: [N+:1]([C:4]1[CH:15]=[CH:14][C:7]([O:8][CH:9]([CH3:13])[C:10](=O)[CH3:11])=[CH:6][CH:5]=1)([O-:3])=[O:2].O. Product: [CH3:13][C:9]1[O:8][C:7]2[CH:14]=[CH:15][C:4]([N+:1]([O-:3])=[O:2])=[CH:5][C:6]=2[C:10]=1[CH3:11]. The catalyst class is: 11. (6) Reactant: [C:1]([O:5][C:6]([N:8]1[CH2:12][CH2:11][CH:10]([C:13]([OH:15])=O)[CH2:9]1)=[O:7])([CH3:4])([CH3:3])[CH3:2].Cl.[CH3:17][NH:18][O:19][CH3:20].CCN(C(C)C)C(C)C.CCN=C=NCCCN(C)C.Cl. Product: [CH3:20][O:19][N:18]([CH3:17])[C:13]([CH:10]1[CH2:11][CH2:12][N:8]([C:6]([O:5][C:1]([CH3:2])([CH3:3])[CH3:4])=[O:7])[CH2:9]1)=[O:15]. The catalyst class is: 2. (7) Reactant: [F:1][C:2]1[CH:7]=[CH:6][C:5]([C:8]2[N:12]([CH2:13][CH2:14][C@@H:15]3[CH2:20][C@@H:19]([OH:21])[CH2:18][C:17](=[O:22])[O:16]3)[C:11]([CH:23]([CH3:25])[CH3:24])=[C:10]([C:26]([NH:28][C:29]3[CH:34]=[CH:33][CH:32]=[CH:31][CH:30]=3)=[O:27])[C:9]=2[C:35]2[CH:40]=[CH:39][CH:38]=[CH:37][CH:36]=2)=[CH:4][CH:3]=1.[OH-:41].[Na+].[Na].[Cl-].[Cl-].[Ca+2:46]. Product: [CH3:24][CH:23]([C:11]1[N:12]([CH2:13][CH2:14][C@@H:15]([OH:16])[CH2:20][C@@H:19]([OH:21])[CH2:18][C:17]([O-:22])=[O:41])[C:8]([C:5]2[CH:4]=[CH:3][C:2]([F:1])=[CH:7][CH:6]=2)=[C:9]([C:35]2[CH:36]=[CH:37][CH:38]=[CH:39][CH:40]=2)[C:10]=1[C:26]([NH:28][C:29]1[CH:34]=[CH:33][CH:32]=[CH:31][CH:30]=1)=[O:27])[CH3:25].[CH3:24][CH:23]([C:11]1[N:12]([CH2:13][CH2:14][C@@H:15]([OH:16])[CH2:20][C@@H:19]([OH:21])[CH2:18][C:17]([O-:22])=[O:41])[C:8]([C:5]2[CH:4]=[CH:3][C:2]([F:1])=[CH:7][CH:6]=2)=[C:9]([C:35]2[CH:36]=[CH:37][CH:38]=[CH:39][CH:40]=2)[C:10]=1[C:26]([NH:28][C:29]1[CH:34]=[CH:33][CH:32]=[CH:31][CH:30]=1)=[O:27])[CH3:25].[Ca+2:46]. The catalyst class is: 24.